Dataset: Catalyst prediction with 721,799 reactions and 888 catalyst types from USPTO. Task: Predict which catalyst facilitates the given reaction. Reactant: [NH2:1][C:2]1[CH:16]=[CH:15][C:14]([N+:17]([O-:19])=[O:18])=[CH:13][C:3]=1[CH2:4][NH:5][C:6](=[O:12])[O:7][C:8]([CH3:11])([CH3:10])[CH3:9].C(N(CC)CC)C.[C:27](Cl)(=[O:30])[CH:28]=[CH2:29]. Product: [C:27]([NH:1][C:2]1[CH:16]=[CH:15][C:14]([N+:17]([O-:19])=[O:18])=[CH:13][C:3]=1[CH2:4][NH:5][C:6](=[O:12])[O:7][C:8]([CH3:11])([CH3:10])[CH3:9])(=[O:30])[CH:28]=[CH2:29]. The catalyst class is: 2.